Dataset: Peptide-MHC class II binding affinity with 134,281 pairs from IEDB. Task: Regression. Given a peptide amino acid sequence and an MHC pseudo amino acid sequence, predict their binding affinity value. This is MHC class II binding data. (1) The binding affinity (normalized) is 0.379. The MHC is DRB1_1001 with pseudo-sequence DRB1_1001. The peptide sequence is KLVLNIKYTRPGDSL. (2) The peptide sequence is SQDLELSWNLAGLQAY. The MHC is DRB1_1302 with pseudo-sequence DRB1_1302. The binding affinity (normalized) is 0.775. (3) The peptide sequence is AGGAGGVGAVGGKGG. The MHC is HLA-DQA10301-DQB10302 with pseudo-sequence HLA-DQA10301-DQB10302. The binding affinity (normalized) is 0.0399. (4) The peptide sequence is ELEKYQQLNYERGVPN. The MHC is DRB1_0401 with pseudo-sequence DRB1_0401. The binding affinity (normalized) is 0.196. (5) The peptide sequence is EICPAVKRDVDLFLTGT. The binding affinity (normalized) is 0.0341. The MHC is DRB3_0202 with pseudo-sequence DRB3_0202. (6) The peptide sequence is GELQIYDKIDAAFKI. The MHC is DRB1_1501 with pseudo-sequence DRB1_1501. The binding affinity (normalized) is 0.757.